This data is from Full USPTO retrosynthesis dataset with 1.9M reactions from patents (1976-2016). The task is: Predict the reactants needed to synthesize the given product. (1) Given the product [O:1]=[C:2]([C:9]1[O:10][C:11]([C:14]2[CH:19]=[CH:18][CH:17]=[CH:16][N:15]=2)=[CH:12][N:13]=1)[CH2:3][CH2:4][CH2:5][CH2:6][C:7]#[C:8][C:21]1[CH:26]=[CH:25][CH:24]=[C:23]([N+:27]([O-:29])=[O:28])[CH:22]=1, predict the reactants needed to synthesize it. The reactants are: [O:1]=[C:2]([C:9]1[O:10][C:11]([C:14]2[CH:19]=[CH:18][CH:17]=[CH:16][N:15]=2)=[CH:12][N:13]=1)[CH2:3][CH2:4][CH2:5][CH2:6][C:7]#[CH:8].I[C:21]1[CH:26]=[CH:25][CH:24]=[C:23]([N+:27]([O-:29])=[O:28])[CH:22]=1. (2) Given the product [NH2:1][C:2]1[C:3]([C:8]([O:10][CH2:16][CH3:17])=[O:9])=[N:4][CH:5]=[CH:6][CH:7]=1, predict the reactants needed to synthesize it. The reactants are: [NH2:1][C:2]1[C:3]([C:8]([OH:10])=[O:9])=[N:4][CH:5]=[CH:6][CH:7]=1.S(=O)(=O)(O)O.[CH3:16][CH2:17]O. (3) Given the product [NH:1]1[C:9]2[CH2:8][CH2:7][CH2:6][N:5]([C:10]([O:12][C:13]([CH3:16])([CH3:15])[CH3:14])=[O:11])[C:4]=2[CH:3]=[N:2]1, predict the reactants needed to synthesize it. The reactants are: [NH:1]1[C:9]2[CH2:8][CH2:7][CH2:6][NH:5][C:4]=2[CH:3]=[N:2]1.[C:10](O[C:10]([O:12][C:13]([CH3:16])([CH3:15])[CH3:14])=[O:11])([O:12][C:13]([CH3:16])([CH3:15])[CH3:14])=[O:11]. (4) Given the product [N+:8]([C:5]1[N:6]=[CH:7][C:2]([N:17]2[CH2:18][CH2:19][N:14]([C:11](=[O:13])[CH3:12])[CH2:15][CH2:16]2)=[CH:3][CH:4]=1)([O-:10])=[O:9], predict the reactants needed to synthesize it. The reactants are: Br[C:2]1[CH:3]=[CH:4][C:5]([N+:8]([O-:10])=[O:9])=[N:6][CH:7]=1.[C:11]([N:14]1[CH2:19][CH2:18][NH:17][CH2:16][CH2:15]1)(=[O:13])[CH3:12].C([O-])([O-])=O.[Cs+].[Cs+].C1C=CC(P(C2C(C3C(P(C4C=CC=CC=4)C4C=CC=CC=4)=CC=C4C=3C=CC=C4)=C3C(C=CC=C3)=CC=2)C2C=CC=CC=2)=CC=1. (5) Given the product [C:11]([O:10][CH2:9][CH2:8][CH2:7][C:1]1[CH:6]=[CH:5][CH:4]=[CH:3][CH:2]=1)(=[O:18])[C:12]1[CH:17]=[CH:16][CH:15]=[CH:14][CH:13]=1, predict the reactants needed to synthesize it. The reactants are: [C:1]1([CH2:7][CH2:8][CH2:9][OH:10])[CH:6]=[CH:5][CH:4]=[CH:3][CH:2]=1.[C:11](O)(=[O:18])[C:12]1[CH:17]=[CH:16][CH:15]=[CH:14][CH:13]=1.[OH-].[K+]. (6) Given the product [Br:26][C:27]1[CH:34]=[CH:33][C:30]([CH2:31][NH:32][C:21]([C:14]2[N:13]=[C:12]([C:9]3[CH:8]=[CH:7][C:6]([F:5])=[CH:11][CH:10]=3)[N:16]3[CH:17]=[CH:18][CH:19]=[CH:20][C:15]=23)=[O:23])=[C:29]([F:35])[CH:28]=1, predict the reactants needed to synthesize it. The reactants are: C[Al](C)C.[F:5][C:6]1[CH:11]=[CH:10][C:9]([C:12]2[N:16]3[CH:17]=[CH:18][CH:19]=[CH:20][C:15]3=[C:14]([C:21]([O:23]C)=O)[N:13]=2)=[CH:8][CH:7]=1.Cl.[Br:26][C:27]1[CH:34]=[CH:33][C:30]([CH2:31][NH2:32])=[C:29]([F:35])[CH:28]=1.[C@H](O)(C([O-])=O)[C@@H](O)C([O-])=O.[Na+].[K+]. (7) Given the product [C:2]1([C:1]2[O:10][C:11]3[C:12](=[C:13]([C:14]([OH:16])=[O:15])[CH:17]=[CH:18][CH:19]=3)[N:20]=2)[CH:7]=[CH:6][CH:5]=[CH:4][CH:3]=1, predict the reactants needed to synthesize it. The reactants are: [C:1](O)(=O)[C:2]1[CH:7]=[CH:6][CH:5]=[CH:4][CH:3]=1.[OH:10][C:11]1[CH:19]=[CH:18][CH:17]=[C:13]([C:14]([OH:16])=[O:15])[C:12]=1[NH2:20]. (8) Given the product [Cl:17][CH2:18][C:19]1[N:15]=[C:13]([CH:12]=[CH:11][C:9]2[CH:8]=[CH:7][C:5]3[O:6][C:2]([F:1])([F:16])[O:3][C:4]=3[CH:10]=2)[O:14][CH:21]=1, predict the reactants needed to synthesize it. The reactants are: [F:1][C:2]1([F:16])[O:6][C:5]2[CH:7]=[CH:8][C:9]([CH:11]=[CH:12][C:13]([NH2:15])=[O:14])=[CH:10][C:4]=2[O:3]1.[Cl:17][CH2:18][C:19]([CH2:21]Cl)=O. (9) The reactants are: [CH:1]1([C:4]([N:6]2[CH2:10][CH2:9][C@@H:8]([CH2:11][NH:12][C:13]3[CH:18]=[CH:17][C:16]([CH3:19])=[CH:15][C:14]=3[N+:20]([O-])=O)[CH2:7]2)=[O:5])[CH2:3][CH2:2]1. Given the product [CH:1]1([C:4]([N:6]2[CH2:10][CH2:9][C@@H:8]([CH2:11][NH:12][C:13]3[C:14]([NH2:20])=[CH:15][C:16]([CH3:19])=[CH:17][CH:18]=3)[CH2:7]2)=[O:5])[CH2:3][CH2:2]1, predict the reactants needed to synthesize it.